This data is from Reaction yield outcomes from USPTO patents with 853,638 reactions. The task is: Predict the reaction yield, written as a fraction of the theoretical maximum amount of product (1.0 means a 100% yield; for example, 0.34 means a 34% yield). The catalyst is C(#N)C. The yield is 0.740. The product is [O:21]=[C:15]1[CH:14]([N:7]2[C:6](=[O:22])[C:5]3[C:9](=[CH:10][CH:11]=[CH:12][C:4]=3[CH2:3][NH:2][C:52](=[O:53])[CH:51]=[C:46]3[CH:47]=[CH:48][CH:49]=[CH:50][NH:45]3)[C:8]2=[O:13])[CH2:19][CH2:18][C:17](=[O:20])[NH:16]1. The reactants are Cl.[NH2:2][CH2:3][C:4]1[CH:12]=[CH:11][CH:10]=[C:9]2[C:5]=1[C:6](=[O:22])[N:7]([CH:14]1[CH2:19][CH2:18][C:17](=[O:20])[NH:16][C:15]1=[O:21])[C:8]2=[O:13].N12CCCN=C1CCCCC2.ON1C2C=CC=CC=2N=N1.Cl.[N:45]1[CH:50]=[CH:49][CH:48]=[CH:47][C:46]=1[CH2:51][C:52](O)=[O:53].Cl.CN(C)CCCN=C=NCC.